From a dataset of Peptide-MHC class II binding affinity with 134,281 pairs from IEDB. Regression. Given a peptide amino acid sequence and an MHC pseudo amino acid sequence, predict their binding affinity value. This is MHC class II binding data. (1) The peptide sequence is TTRQYANASIGLFGA. The MHC is DRB1_0401 with pseudo-sequence DRB1_0401. The binding affinity (normalized) is 0. (2) The peptide sequence is AFELDGDNLFPKV. The MHC is DRB3_0101 with pseudo-sequence DRB3_0101. The binding affinity (normalized) is 0.812. (3) The peptide sequence is IPSIIHEALNIALIA. The MHC is DRB1_1302 with pseudo-sequence DRB1_1302. The binding affinity (normalized) is 0.678. (4) The binding affinity (normalized) is 0.0694. The MHC is HLA-DQA10501-DQB10301 with pseudo-sequence HLA-DQA10501-DQB10301. The peptide sequence is PEGLLWLLLTGKVPT.